Dataset: Forward reaction prediction with 1.9M reactions from USPTO patents (1976-2016). Task: Predict the product of the given reaction. (1) Given the reactants C[O:2][C:3](=[O:24])[C:4]1[CH:9]=[C:8]([C:10]2[S:11][CH:12]=[C:13]([C:15]3[CH:20]=[CH:19][C:18]([Cl:21])=[C:17]([Cl:22])[CH:16]=3)[N:14]=2)[CH:7]=[CH:6][C:5]=1Br.[C:25]([C:28]1[CH:29]=[CH:30][C:31]([Cl:37])=[C:32](B(O)O)[CH:33]=1)(=[O:27])[CH3:26], predict the reaction product. The product is: [C:25]([C:28]1[CH:29]=[CH:30][C:31]([Cl:37])=[C:32]([C:5]2[C:4]([C:3]([OH:2])=[O:24])=[CH:9][C:8]([C:10]3[S:11][CH:12]=[C:13]([C:15]4[CH:20]=[CH:19][C:18]([Cl:21])=[C:17]([Cl:22])[CH:16]=4)[N:14]=3)=[CH:7][CH:6]=2)[CH:33]=1)(=[O:27])[CH3:26]. (2) Given the reactants [NH2:1][C:2]1[CH:3]=[C:4]([NH:9][C:10](=[O:22])[C:11]2[CH:16]=[CH:15][CH:14]=[C:13]([C:17]([C:20]#[N:21])([CH3:19])[CH3:18])[CH:12]=2)[CH:5]=[CH:6][C:7]=1[CH3:8].Cl[C:24]1[N:29]=[C:28]([C:30]2[CH:31]=[N:32][CH:33]=[CH:34][CH:35]=2)[N:27]=[C:26]([NH:36][CH:37]2[CH2:39][CH2:38]2)[CH:25]=1, predict the reaction product. The product is: [C:20]([C:17]([CH3:19])([CH3:18])[C:13]1[CH:12]=[C:11]([CH:16]=[CH:15][CH:14]=1)[C:10]([NH:9][C:4]1[CH:5]=[CH:6][C:7]([CH3:8])=[C:2]([NH:1][C:24]2[CH:25]=[C:26]([NH:36][CH:37]3[CH2:39][CH2:38]3)[N:27]=[C:28]([C:30]3[CH:31]=[N:32][CH:33]=[CH:34][CH:35]=3)[N:29]=2)[CH:3]=1)=[O:22])#[N:21]. (3) Given the reactants [F:1][C:2]([F:38])([F:37])[C:3]1[CH:4]=[C:5]([C@H:13]2[O:17][C:16](=[O:18])[N:15]([CH2:19][C:20]3[C:21]([NH:27][CH:28]4[CH2:33][CH2:32][O:31][CH:30]([CH2:34][CH3:35])[CH2:29]4)=[N:22][CH:23]=[C:24](Br)[CH:25]=3)[C@H:14]2[CH3:36])[CH:6]=[C:7]([C:9]([F:12])([F:11])[F:10])[CH:8]=1.[CH3:39][N:40]1[CH:44]=[CH:43][CH:42]=[C:41]1[Sn](CCCC)(CCCC)CCCC, predict the reaction product. The product is: [F:1][C:2]([F:38])([F:37])[C:3]1[CH:4]=[C:5]([C@H:13]2[O:17][C:16](=[O:18])[N:15]([CH2:19][C:20]3[C:21]([NH:27][CH:28]4[CH2:33][CH2:32][O:31][CH:30]([CH2:34][CH3:35])[CH2:29]4)=[N:22][CH:23]=[C:24]([C:41]4[N:40]([CH3:39])[CH:44]=[CH:43][CH:42]=4)[CH:25]=3)[C@H:14]2[CH3:36])[CH:6]=[C:7]([C:9]([F:12])([F:11])[F:10])[CH:8]=1. (4) Given the reactants C([O:4][C:5]1[CH:21]=[CH:20][CH:19]=[CH:18][C:6]=1[C:7]([NH:9][C:10]1[CH:17]=[CH:16][C:13]([C:14]#[N:15])=[CH:12][CH:11]=1)=[O:8])(=O)C.C(OCC)(=O)C.Cl.[NH3:29], predict the reaction product. The product is: [C:14]([C:13]1[CH:12]=[CH:11][C:10]([NH:9][C:7](=[O:8])[C:6]2[CH:18]=[CH:19][CH:20]=[CH:21][C:5]=2[OH:4])=[CH:17][CH:16]=1)(=[NH:15])[NH2:29]. (5) Given the reactants [C:1]1([NH2:8])[CH:6]=[CH:5][CH:4]=[CH:3][C:2]=1[NH2:7].[Cl:9][C:10]1[CH:20]=[CH:19][C:13]([O:14][CH2:15][C:16](O)=O)=[CH:12][CH:11]=1, predict the reaction product. The product is: [N:7]1[C:2]2[CH:3]=[CH:4][CH:5]=[CH:6][C:1]=2[NH:8][C:16]=1[CH2:15][O:14][C:13]1[CH:19]=[CH:20][C:10]([Cl:9])=[CH:11][CH:12]=1. (6) Given the reactants P(Cl)(Cl)[Cl:2].[OH:5][CH2:6][C:7]([CH2:12][OH:13])([CH2:10][OH:11])[CH2:8][OH:9].ClP1OCC2(COP(Cl)OC2)CO1.P(OCC(CO)(CO)CO)(Cl)Cl, predict the reaction product. The product is: [ClH:2].[OH:5][CH2:6][C:7]([CH2:12][OH:13])([CH2:10][OH:11])[CH2:8][OH:9]. (7) Given the reactants [C:1]([C:3]1[CH:8]=[CH:7][C:6]([N:9]([CH2:12][C:13]2[CH:23]=[CH:22][C:16]3[N:17]=[C:18]([S:20][CH3:21])[S:19][C:15]=3[CH:14]=2)[CH:10]=O)=[C:5]([N+:24]([O-])=O)[CH:4]=1)#[N:2].IC1C=CC(N(CC2C=CC3N=C(SC)SC=3C=2)C=O)=C([N+]([O-])=O)C=1, predict the reaction product. The product is: [CH3:21][S:20][C:18]1[S:19][C:15]2[CH:14]=[C:13]([CH2:12][N:9]3[C:6]4[CH:7]=[CH:8][C:3]([C:1]#[N:2])=[CH:4][C:5]=4[N:24]=[CH:10]3)[CH:23]=[CH:22][C:16]=2[N:17]=1. (8) Given the reactants [Br:1][C:2]1[CH:10]=[CH:9][C:5]([C:6](O)=O)=[C:4]([F:11])[CH:3]=1.CCN(C(C)C)C(C)C.CN(C(ON1N=NC2C=CC=NC1=2)=[N+](C)C)C.F[P-](F)(F)(F)(F)F.Cl.[CH2:46]([O:53][C:54]1[CH:63]=[CH:62][C:57]([C:58](=[S:61])[NH:59][NH2:60])=[CH:56][CH:55]=1)[CH2:47][CH2:48][CH2:49][CH2:50][CH2:51][CH3:52].Cl, predict the reaction product. The product is: [Br:1][C:2]1[CH:10]=[CH:9][C:5]([C:6]2[S:61][C:58]([C:57]3[CH:62]=[CH:63][C:54]([O:53][CH2:46][CH2:47][CH2:48][CH2:49][CH2:50][CH2:51][CH3:52])=[CH:55][CH:56]=3)=[N:59][N:60]=2)=[C:4]([F:11])[CH:3]=1. (9) Given the reactants [CH:1]([NH-:4])([CH3:3])[CH3:2].[CH3:5][C:6]([N:10]=[N:11][C:12]([C:15]#[N:16])([CH3:14])[CH3:13])([C:8]#[N:9])[CH3:7].C([OH:19])C, predict the reaction product. The product is: [CH3:2][CH:1]([NH:4][C:8]([CH:6]=[CH2:5])=[O:19])[CH3:3].[CH3:14][C:12]([N:11]=[N:10][C:6]([C:8]#[N:9])([CH3:7])[CH3:5])([C:15]#[N:16])[CH3:13]. (10) Given the reactants Cl[C:2]1[N:3]=[C:4]([N:15]2[CH2:20][CH2:19][O:18][CH2:17][CH2:16]2)[C:5]2[S:10][C:9]([C:11]([NH2:14])([CH3:13])[CH3:12])=[CH:8][C:6]=2[N:7]=1.CCN(CC)CC.Cl.[C:29](Cl)(=[O:36])[C:30]1[CH:35]=[CH:34][CH:33]=[N:32][CH:31]=1.CC1(C)C(C)(C)OB([C:46]2[CH:54]=[CH:53][CH:52]=[C:51]3[C:47]=2[CH:48]=[N:49][NH:50]3)O1, predict the reaction product. The product is: [NH:50]1[C:51]2[C:47](=[C:46]([C:2]3[N:3]=[C:4]([N:15]4[CH2:20][CH2:19][O:18][CH2:17][CH2:16]4)[C:5]4[S:10][C:9]([C:11]([NH:14][C:29](=[O:36])[C:30]5[CH:35]=[CH:34][CH:33]=[N:32][CH:31]=5)([CH3:13])[CH3:12])=[CH:8][C:6]=4[N:7]=3)[CH:54]=[CH:53][CH:52]=2)[CH:48]=[N:49]1.